Dataset: Catalyst prediction with 721,799 reactions and 888 catalyst types from USPTO. Task: Predict which catalyst facilitates the given reaction. Reactant: O(C([CH2:8][NH:9][C:10]1[CH:15]=[CH:14][C:13]([NH:16][C:17](=[O:36])[NH:18][C:19]2[CH:35]=[CH:34][C:22]([O:23][C:24]3[CH:29]=[CH:28][N:27]=[C:26]([C:30]([NH:32][CH3:33])=[O:31])[CH:25]=3)=[CH:21][CH:20]=2)=[CH:12][CH:11]=1)=O)C(C)(C)C.FC(F)(F)C(O)=O. Product: [CH3:8][NH:9][C:10]1[CH:15]=[CH:14][C:13]([NH:16][C:17](=[O:36])[NH:18][C:19]2[CH:35]=[CH:34][C:22]([O:23][C:24]3[CH:29]=[CH:28][N:27]=[C:26]([C:30]([NH:32][CH3:33])=[O:31])[CH:25]=3)=[CH:21][CH:20]=2)=[CH:12][CH:11]=1. The catalyst class is: 2.